Dataset: Reaction yield outcomes from USPTO patents with 853,638 reactions. Task: Predict the reaction yield, written as a fraction of the theoretical maximum amount of product (1.0 means a 100% yield; for example, 0.34 means a 34% yield). (1) The reactants are C([O:4][CH2:5][C:6]1[C:11]([N:12]2[CH2:24][CH2:23][N:15]3[C:16]4[CH2:17][CH2:18][CH2:19][CH2:20][C:21]=4[CH:22]=[C:14]3[C:13]2=[O:25])=[CH:10][C:9]([F:26])=[CH:8][C:7]=1[C:27]1[CH:28]=[C:29]([NH:36][C:37]2[CH:42]=[CH:41][C:40]([N:43]3[CH2:48][CH2:47][N:46]([CH:49]4[CH2:52][O:51][CH2:50]4)[CH2:45][CH2:44]3)=[CH:39][N:38]=2)[C:30]2[N:31]([N:33]=[CH:34][N:35]=2)[CH:32]=1)(=O)C.[Li+].[OH-]. The catalyst is CC(O)C.C1COCC1.O. The product is [F:26][C:9]1[CH:8]=[C:7]([C:27]2[CH:28]=[C:29]([NH:36][C:37]3[CH:42]=[CH:41][C:40]([N:43]4[CH2:44][CH2:45][N:46]([CH:49]5[CH2:50][O:51][CH2:52]5)[CH2:47][CH2:48]4)=[CH:39][N:38]=3)[C:30]3[N:31]([N:33]=[CH:34][N:35]=3)[CH:32]=2)[C:6]([CH2:5][OH:4])=[C:11]([N:12]2[CH2:24][CH2:23][N:15]3[C:16]4[CH2:17][CH2:18][CH2:19][CH2:20][C:21]=4[CH:22]=[C:14]3[C:13]2=[O:25])[CH:10]=1. The yield is 0.250. (2) The reactants are S(Cl)([Cl:4])(=O)=O.[F:6][C:7]1[CH:12]=[CH:11][C:10]([C:13]2[CH:14]([C:25]3[CH:30]=[CH:29][C:28]([I:31])=[CH:27][CH:26]=3)[O:15][C:16]3[C:21]([C:22]=2[CH3:23])=[CH:20][C:19]([OH:24])=[CH:18][CH:17]=3)=[CH:9][CH:8]=1.N1CCCCC1. The catalyst is C1(C)C=CC=CC=1. The product is [Cl:4][C:20]1[C:19]([OH:24])=[CH:18][CH:17]=[C:16]2[C:21]=1[C:22]([CH3:23])=[C:13]([C:10]1[CH:11]=[CH:12][C:7]([F:6])=[CH:8][CH:9]=1)[CH:14]([C:25]1[CH:26]=[CH:27][C:28]([I:31])=[CH:29][CH:30]=1)[O:15]2. The yield is 0.180. (3) The reactants are [CH2:1]([C@@H:3]1[CH2:7][O:6][C:5]([C:8]2[NH:12][C:11]([C:13]3[CH:14]=[C:15]([CH:27]=[C:28]([O:30][C@@H:31]([CH3:35])[CH2:32][O:33]C)[CH:29]=3)[O:16][C:17]3[CH:18]=[CH:19][C:20]([S:23]([CH3:26])(=[O:25])=[O:24])=[N:21][CH:22]=3)=[CH:10][CH:9]=2)=[N:4]1)[CH3:2].B(Br)(Br)Br.C(=O)([O-])O.[Na+]. The catalyst is C(Cl)Cl. The product is [CH2:1]([C@@H:3]1[CH2:7][O:6][C:5]([C:8]2[NH:12][C:11]([C:13]3[CH:29]=[C:28]([CH:27]=[C:15]([O:16][C:17]4[CH:22]=[N:21][C:20]([S:23]([CH3:26])(=[O:24])=[O:25])=[CH:19][CH:18]=4)[CH:14]=3)[O:30][C@@H:31]([CH3:35])[CH2:32][OH:33])=[CH:10][CH:9]=2)=[N:4]1)[CH3:2]. The yield is 0.710.